This data is from CYP2C9 inhibition data for predicting drug metabolism from PubChem BioAssay. The task is: Regression/Classification. Given a drug SMILES string, predict its absorption, distribution, metabolism, or excretion properties. Task type varies by dataset: regression for continuous measurements (e.g., permeability, clearance, half-life) or binary classification for categorical outcomes (e.g., BBB penetration, CYP inhibition). Dataset: cyp2c9_veith. (1) The compound is c1ccc(CN2CC[C@@H](CNc3ncnc4ccccc34)C2)cc1. The result is 0 (non-inhibitor). (2) The molecule is COc1ncc2ncc(=O)n(Cc3ccc(F)cc3)c2n1. The result is 0 (non-inhibitor). (3) The compound is COCCNC(=O)COC(=O)c1nsc(Cl)c1Cl. The result is 0 (non-inhibitor). (4) The molecule is COCC(=O)N(C)c1nnc(-c2ccc([N+](=O)[O-])cc2)s1. The result is 0 (non-inhibitor). (5) The molecule is NCCCCCCNS(=O)(=O)c1cccc2c(Cl)cccc12. The result is 1 (inhibitor).